From a dataset of Forward reaction prediction with 1.9M reactions from USPTO patents (1976-2016). Predict the product of the given reaction. Given the reactants [NH:1]1[CH:5]=[CH:4][C:3]([CH2:6][N:7]2[C:15](=[O:16])[C:14]3[C:9](=[CH:10][CH:11]=[CH:12][CH:13]=3)[C:8]2=[O:17])=[N:2]1.[H-].[Na+].[CH:20]1([CH2:23]Br)[CH2:22][CH2:21]1.C(OCC)(=O)C, predict the reaction product. The product is: [CH:20]1([CH2:23][N:1]2[CH:5]=[CH:4][C:3]([CH2:6][N:7]3[C:15](=[O:16])[C:14]4[C:9](=[CH:10][CH:11]=[CH:12][CH:13]=4)[C:8]3=[O:17])=[N:2]2)[CH2:22][CH2:21]1.